This data is from TCR-epitope binding with 47,182 pairs between 192 epitopes and 23,139 TCRs. The task is: Binary Classification. Given a T-cell receptor sequence (or CDR3 region) and an epitope sequence, predict whether binding occurs between them. The epitope is AYAQKIFKI. The TCR CDR3 sequence is CSARSGSEQYF. Result: 0 (the TCR does not bind to the epitope).